Task: Predict the reaction yield, written as a fraction of the theoretical maximum amount of product (1.0 means a 100% yield; for example, 0.34 means a 34% yield).. Dataset: Reaction yield outcomes from USPTO patents with 853,638 reactions (1) The reactants are C[O:2][C:3]([C:5]1[CH:10]=[CH:9][C:8]([CH:11]2[CH2:13][CH2:12]2)=[C:7]([NH:14][C:15]2[CH:20]=[CH:19][C:18]([Cl:21])=[CH:17][C:16]=2[Cl:22])[N:6]=1)=[O:4].O.[OH-].[Li+]. The catalyst is C1COCC1.O. The product is [CH:11]1([C:8]2[CH:9]=[CH:10][C:5]([C:3]([OH:4])=[O:2])=[N:6][C:7]=2[NH:14][C:15]2[CH:20]=[CH:19][C:18]([Cl:21])=[CH:17][C:16]=2[Cl:22])[CH2:12][CH2:13]1. The yield is 0.100. (2) The reactants are [C:1]1([N:7]2[N:11]=[C:10]([CH2:12][C:13]#[N:14])[C:9]([CH2:15][CH3:16])=[N:8]2)[CH:6]=[CH:5][CH:4]=[CH:3][CH:2]=1.C([O:19][C:20]([C:22]1[N:26]([CH3:27])[N:25]=[C:24]([CH3:28])[C:23]=1[CH3:29])=O)C.C(OCCOCCO)C.[Na].Cl. The catalyst is O.COCCOCCOC.CCCCCCC. The product is [O:19]=[C:20]([C:22]1[N:26]([CH3:27])[N:25]=[C:24]([CH3:28])[C:23]=1[CH3:29])[CH:12]([C:10]1[C:9]([CH2:15][CH3:16])=[N:8][N:7]([C:1]2[CH:6]=[CH:5][CH:4]=[CH:3][CH:2]=2)[N:11]=1)[C:13]#[N:14]. The yield is 0.900. (3) The product is [CH2:12]1[C:13]2[C:18](=[CH:17][CH:16]=[CH:15][CH:14]=2)[CH2:19][CH2:20][N:11]1[CH2:10][CH:9]([OH:21])[CH2:8][NH:7][C:5](=[O:6])[C:4]1[CH:22]=[CH:23][CH:24]=[C:2]([NH:1][CH:31]([CH:28]2[CH2:29][CH2:30][O:25][CH2:26][CH2:27]2)[CH3:32])[CH:3]=1. The reactants are [NH2:1][C:2]1[CH:3]=[C:4]([CH:22]=[CH:23][CH:24]=1)[C:5]([NH:7][CH2:8][CH:9]([OH:21])[CH2:10][N:11]1[CH2:20][CH2:19][C:18]2[C:13](=[CH:14][CH:15]=[CH:16][CH:17]=2)[CH2:12]1)=[O:6].[O:25]1[CH2:30][CH2:29][CH:28]([C:31](=O)[CH3:32])[CH2:27][CH2:26]1.CC(O)=O.[BH3-]C#N.[Na+]. The yield is 0.0800. The catalyst is CO. (4) The yield is 0.270. The catalyst is C(Cl)(Cl)Cl. The reactants are [N+:1]([C:4]1[CH:22]=[CH:21][C:7]([CH2:8][O:9][C:10]([CH:12]2[C:20]3[C:15](=[CH:16][CH:17]=[CH:18][CH:19]=3)[CH2:14][CH2:13]2)=[O:11])=[CH:6][CH:5]=1)([O-:3])=[O:2].[Cl:23][S:24](O)(=[O:26])=[O:25]. The product is [N+:1]([C:4]1[CH:5]=[CH:6][C:7]([CH2:8][O:9][C:10]([CH:12]2[C:20]3[C:15](=[CH:16][CH:17]=[C:18]([S:24]([Cl:23])(=[O:26])=[O:25])[CH:19]=3)[CH2:14][CH2:13]2)=[O:11])=[CH:21][CH:22]=1)([O-:3])=[O:2].